This data is from Cav3 T-type calcium channel HTS with 100,875 compounds. The task is: Binary Classification. Given a drug SMILES string, predict its activity (active/inactive) in a high-throughput screening assay against a specified biological target. (1) The drug is O=c1n2[nH]c(nc2nc(c1)c1ccccc1)NC(=O)c1ccc(cc1)C. The result is 0 (inactive). (2) The molecule is s1c(NC(=O)c2c(cccc2)C(O)=O)nnc1C. The result is 0 (inactive). (3) The molecule is Fc1ccc(N2CCN(CC2)C(=O)c2n(ncc2)C)cc1. The result is 0 (inactive).